From a dataset of Forward reaction prediction with 1.9M reactions from USPTO patents (1976-2016). Predict the product of the given reaction. (1) Given the reactants [C:1]([CH:3]([CH:7]1[C:11]([Cl:12])=[C:10](Cl)C(=O)O1)[C:4]([NH2:6])=[O:5])#[N:2].[F:15][C:16]1[CH:21]=[CH:20][CH:19]=[CH:18][C:17]=1[C@H:22]([NH2:24])[CH3:23].C(=O)([O-])[O-].[K+].[K+], predict the reaction product. The product is: [ClH:12].[Cl:12][C:11]1[CH:7]=[C:3]([C:4]([NH2:6])=[O:5])[C:1](=[NH:2])[N:24]([C@@H:22]([C:17]2[CH:18]=[CH:19][CH:20]=[CH:21][C:16]=2[F:15])[CH3:23])[CH:10]=1. (2) Given the reactants [Cl:1][C:2]1[C:3]([O:12][C:13]([F:16])([F:15])[F:14])=[CH:4][C:5]([N+:9]([O-])=O)=[C:6]([NH2:8])[CH:7]=1, predict the reaction product. The product is: [Cl:1][C:2]1[CH:7]=[C:6]([NH2:8])[C:5]([NH2:9])=[CH:4][C:3]=1[O:12][C:13]([F:16])([F:14])[F:15].